From a dataset of Full USPTO retrosynthesis dataset with 1.9M reactions from patents (1976-2016). Predict the reactants needed to synthesize the given product. (1) Given the product [CH3:21][N:19]([CH3:20])[CH2:18][CH2:17][CH2:16][O:15][C:9]1[CH:10]=[CH:11][C:12]([CH3:14])=[CH:13][C:8]=1[NH2:7], predict the reactants needed to synthesize it. The reactants are: C(OC(=O)[NH:7][C:8]1[CH:13]=[C:12]([CH3:14])[CH:11]=[CH:10][C:9]=1[O:15][CH2:16][CH2:17][CH2:18][N:19]([CH3:21])[CH3:20])(C)(C)C. (2) Given the product [CH:1]1([CH2:7][C:8]([NH:10][C:11]2[CH:16]=[CH:15][C:14]([O:17][C:25](=[O:34])[N:26]([CH3:33])[C:27]3[CH:32]=[CH:31][CH:30]=[CH:29][CH:28]=3)=[CH:13][CH:12]=2)=[O:9])[CH2:6][CH2:5][CH2:4][CH2:3][CH2:2]1, predict the reactants needed to synthesize it. The reactants are: [CH:1]1([CH2:7][C:8]([NH:10][C:11]2[CH:16]=[CH:15][C:14]([OH:17])=[CH:13][CH:12]=2)=[O:9])[CH2:6][CH2:5][CH2:4][CH2:3][CH2:2]1.[I-].C[N+]1C=CN([C:25](=[O:34])[N:26]([CH3:33])[C:27]2[CH:32]=[CH:31][CH:30]=[CH:29][CH:28]=2)C=1. (3) Given the product [F:29][C:28]([F:31])([F:30])[C:26]([OH:32])=[O:27].[NH2:7][C@:8]1([C:13]([NH:14][S:15]([C:18]2([CH2:21][O:22][CH3:23])[CH2:20][CH2:19]2)(=[O:17])=[O:16])=[O:24])[CH2:10][C@H:9]1[CH:11]=[CH2:12], predict the reactants needed to synthesize it. The reactants are: C(OC(=O)[NH:7][C@:8]1([C:13](=[O:24])[NH:14][S:15]([C:18]2([CH2:21][O:22][CH3:23])[CH2:20][CH2:19]2)(=[O:17])=[O:16])[CH2:10][C@H:9]1[CH:11]=[CH2:12])(C)(C)C.[C:26]([OH:32])([C:28]([F:31])([F:30])[F:29])=[O:27]. (4) Given the product [C:21]([C@@:1]1([N:10]2[C:20]3[N:19]=[C:17]([NH2:18])[NH:16][C:14](=[O:15])[C:13]=3[N:12]=[CH:11]2)[O:9][C@H:6]([CH2:7][OH:8])[C@@H:4]([OH:5])[C@H:2]1[OH:3])(=[O:29])[CH2:22][CH2:23][CH2:24][CH2:25][CH2:26][CH2:27][CH3:28], predict the reactants needed to synthesize it. The reactants are: [C@@H:1]1([N:10]2[C:20]3[N:19]=[C:17]([NH2:18])[NH:16][C:14](=[O:15])[C:13]=3[N:12]=[CH:11]2)[O:9][C@H:6]([CH2:7][OH:8])[C@@H:4]([OH:5])[C@H:2]1[OH:3].[C:21](Cl)(=[O:29])[CH2:22][CH2:23][CH2:24][CH2:25][CH2:26][CH2:27][CH3:28]. (5) Given the product [Cl:1][C:2]1[CH:7]=[C:6]([Cl:8])[C:5]([Cl:9])=[CH:4][C:3]=1[O:10][CH2:11][C:12]1[S:17][C:16]([NH2:18])=[N:15][N:13]=1, predict the reactants needed to synthesize it. The reactants are: [Cl:1][C:2]1[CH:7]=[C:6]([Cl:8])[C:5]([Cl:9])=[CH:4][C:3]=1[O:10][CH2:11][C:12]#[N:13].N[NH:15][C:16]([NH2:18])=[S:17]. (6) The reactants are: [CH3:1][NH:2][NH:3][C:4]([C:6]1[CH:11]=[CH:10][CH:9]=[CH:8][N:7]=1)=[NH:5].[CH3:12][O:13][C:14]1[C:15]([OH:22])=[C:16]([CH:19]=[CH:20][CH:21]=1)[CH:17]=O. Given the product [CH3:12][O:13][C:14]1[C:15]([OH:22])=[C:16]([C:17]2[N:2]([CH3:1])[N:3]=[C:4]([C:6]3[CH:11]=[CH:10][CH:9]=[CH:8][N:7]=3)[N:5]=2)[CH:19]=[CH:20][CH:21]=1, predict the reactants needed to synthesize it. (7) Given the product [O:1]1[CH:6]=[CH:5][CH2:4][CH2:3][CH:2]1[C:7]([C:9]1[C:14]([N+:15]([O-:17])=[O:16])=[C:13]([NH2:18])[N:12]=[C:11]([C:26]2[CH:25]=[CH:24][CH:23]=[C:22]([CH2:21][OH:20])[CH:27]=2)[N:10]=1)=[O:8], predict the reactants needed to synthesize it. The reactants are: [O:1]1[CH:6]=[CH:5][CH2:4][CH2:3][CH:2]1[C:7]([C:9]1[C:14]([N+:15]([O-:17])=[O:16])=[C:13]([NH2:18])[N:12]=[C:11](Cl)[N:10]=1)=[O:8].[OH:20][CH2:21][C:22]1[CH:23]=[C:24](B(O)O)[CH:25]=[CH:26][CH:27]=1.[O-]P([O-])([O-])=O.[K+].[K+].[K+]. (8) Given the product [NH2:1][C:2]1[C:3]2[N:4]([C:8]([C@@H:31]3[CH2:36][CH2:35][CH2:34][CH2:33][N:32]3[C:42](=[O:43])/[CH:41]=[CH:40]/[CH2:39][N:38]([CH3:45])[CH3:37])=[N:9][C:10]=2[C:11]2[CH:28]=[CH:27][C:14]([C:15]([NH:17][C:18]3[CH:23]=[C:22]([CH2:24][CH2:25][CH3:26])[CH:21]=[CH:20][N:19]=3)=[O:16])=[C:13]([O:29][CH3:30])[CH:12]=2)[CH:5]=[CH:6][N:7]=1, predict the reactants needed to synthesize it. The reactants are: [NH2:1][C:2]1[C:3]2[N:4]([C:8]([C@@H:31]3[CH2:36][CH2:35][CH2:34][CH2:33][NH:32]3)=[N:9][C:10]=2[C:11]2[CH:28]=[CH:27][C:14]([C:15]([NH:17][C:18]3[CH:23]=[C:22]([CH2:24][CH2:25][CH3:26])[CH:21]=[CH:20][N:19]=3)=[O:16])=[C:13]([O:29][CH3:30])[CH:12]=2)[CH:5]=[CH:6][N:7]=1.[CH3:37][N:38]([CH3:45])[CH2:39]/[CH:40]=[CH:41]/[C:42](O)=[O:43].